From a dataset of TCR-epitope binding with 47,182 pairs between 192 epitopes and 23,139 TCRs. Binary Classification. Given a T-cell receptor sequence (or CDR3 region) and an epitope sequence, predict whether binding occurs between them. (1) The epitope is AVFDRKSDAK. The TCR CDR3 sequence is CASSSTGGGEKDQPQHF. Result: 1 (the TCR binds to the epitope). (2) The epitope is VVYRGTTTY. The TCR CDR3 sequence is CASSQGHRSTDTQYF. Result: 1 (the TCR binds to the epitope). (3) The epitope is KTSVDCTMYI. The TCR CDR3 sequence is CASSHWTGNTEAFF. Result: 0 (the TCR does not bind to the epitope). (4) The epitope is IQYIDIGNY. The TCR CDR3 sequence is CASSSAGLANEQYF. Result: 0 (the TCR does not bind to the epitope). (5) The epitope is FLKEKGGL. The TCR CDR3 sequence is CASSLLAGLSYNEQFF. Result: 1 (the TCR binds to the epitope). (6) The epitope is DPFRLLQNSQVFS. The TCR CDR3 sequence is CASSLIIAGVRELFF. Result: 1 (the TCR binds to the epitope). (7) The epitope is TLIGDCATV. Result: 1 (the TCR binds to the epitope). The TCR CDR3 sequence is CASSYPRGMSYEQYF. (8) Result: 0 (the TCR does not bind to the epitope). The epitope is GLNKIVRMY. The TCR CDR3 sequence is CASSLGRSDTQYF.